Dataset: Reaction yield outcomes from USPTO patents with 853,638 reactions. Task: Predict the reaction yield, written as a fraction of the theoretical maximum amount of product (1.0 means a 100% yield; for example, 0.34 means a 34% yield). (1) The yield is 0.0800. The catalyst is C1COCC1. The product is [NH:38]=[C:37]1[C:31]2([CH2:36][CH2:35][CH2:34][CH2:33][CH2:32]2)[N:30]([C:27]2[CH:26]=[CH:25][C:24]([CH3:23])=[CH:29][CH:28]=2)[C:9](=[S:10])[N:8]1[C:11]1[CH:18]=[CH:17][C:14]([C:15]#[N:16])=[C:13]([C:19]([F:20])([F:22])[F:21])[CH:12]=1. The reactants are C(N(CC)CC)C.[N:8]([C:11]1[CH:18]=[CH:17][C:14]([C:15]#[N:16])=[C:13]([C:19]([F:22])([F:21])[F:20])[CH:12]=1)=[C:9]=[S:10].[CH3:23][C:24]1[CH:29]=[CH:28][C:27]([NH:30][C:31]2([C:37]#[N:38])[CH2:36][CH2:35][CH2:34][CH2:33][CH2:32]2)=[CH:26][CH:25]=1.ClCCl.CC(C)=O. (2) The reactants are [Cl:1][C:2]1[CH:25]=[CH:24][C:5]([CH2:6][N:7]2[C:12](=[O:13])[C:11](Br)=[N:10][N:9]([C:15]3[CH:16]=[C:17]([CH:20]=[CH:21][CH:22]=3)[C:18]#[N:19])[C:8]2=[O:23])=[CH:4][CH:3]=1.[CH3:26][O-:27].[Na+]. The catalyst is CN(C=O)C. The product is [Cl:1][C:2]1[CH:25]=[CH:24][C:5]([CH2:6][N:7]2[C:12](=[O:13])[C:11]([O:27][CH3:26])=[N:10][N:9]([C:15]3[CH:16]=[C:17]([CH:20]=[CH:21][CH:22]=3)[C:18]#[N:19])[C:8]2=[O:23])=[CH:4][CH:3]=1. The yield is 0.570. (3) The reactants are [F:1][C:2]1[C:3]([C:17]2[S:21][C:20]3[C:22](B4OC(C)(C)C(C)(C)O4)=[CH:23][CH:24]=[CH:25][C:19]=3[CH:18]=2)=[N:4][C:5]([NH:8][CH2:9][CH2:10][N:11]2[CH2:15][CH2:14][NH:13][C:12]2=[O:16])=[N:6][CH:7]=1.[F:35][C:36]1[CH:41]=[C:40](I)[C:39]([CH2:43][F:44])=[CH:38][N:37]=1.P([O-])([O-])([O-])=O.[K+].[K+].[K+]. The catalyst is O1CCOCC1.C(Cl)(Cl)Cl.C(O)(C)C. The product is [F:1][C:2]1[C:3]([C:17]2[S:21][C:20]3[C:22]([C:40]4[C:39]([CH2:43][F:44])=[CH:38][N:37]=[C:36]([F:35])[CH:41]=4)=[CH:23][CH:24]=[CH:25][C:19]=3[CH:18]=2)=[N:4][C:5]([NH:8][CH2:9][CH2:10][N:11]2[CH2:15][CH2:14][NH:13][C:12]2=[O:16])=[N:6][CH:7]=1. The yield is 0.582. (4) The reactants are [NH:1]1[CH2:6][CH2:5][NH:4][CH2:3][CH2:2]1.Cl[C:8]1[CH:17]=[C:16]([C:18]([NH:20][CH2:21][C@H:22]2[CH2:27][CH2:26][C@H:25]([CH2:28][NH:29][C:30](=[O:36])[O:31][C:32]([CH3:35])([CH3:34])[CH3:33])[CH2:24][CH2:23]2)=[O:19])[C:15]2[C:10](=[CH:11][CH:12]=[CH:13][CH:14]=2)[N:9]=1. The catalyst is N1C=CC=CC=1. The product is [N:1]1([C:8]2[CH:17]=[C:16]([C:18]([NH:20][CH2:21][C@H:22]3[CH2:23][CH2:24][C@H:25]([CH2:28][NH:29][C:30](=[O:36])[O:31][C:32]([CH3:34])([CH3:33])[CH3:35])[CH2:26][CH2:27]3)=[O:19])[C:15]3[C:10](=[CH:11][CH:12]=[CH:13][CH:14]=3)[N:9]=2)[CH2:6][CH2:5][NH:4][CH2:3][CH2:2]1. The yield is 0.390. (5) The reactants are [CH2:1]([N:8]1[CH2:32][C@:31]2([C:33](O)=[O:34])[C@@H:10]([CH2:11][C@H:12]3[CH:25]4[C@@:16]([F:29])([C@:17]5([CH3:28])[C:22]([C@@H:23]([F:26])[CH2:24]4)=[CH:21][C:20](=[O:27])[CH:19]=[CH:18]5)[C@@H:15]([OH:30])[CH2:14][C@@:13]32[CH3:36])[CH2:9]1)[C:2]1[CH:7]=[CH:6][CH:5]=[CH:4][CH:3]=1.CN(C(ON1N=NC2C=CC=NC1=2)=[N+](C)C)C.F[P-](F)(F)(F)(F)F.CN1CCOCC1.[C:68](O)(=[S:70])C.C([O-])(=S)C.[K+].C([O-])(O)=O.[Na+].BrC[Cl:84]. The catalyst is CN(C=O)C. The product is [Cl:84][CH2:68][S:70][C:33]([C@:31]12[C@@:13]3([CH3:36])[CH2:14][C@H:15]([OH:30])[C@@:16]4([F:29])[CH:25]([C@@H:12]3[CH2:11][C@H:10]1[CH2:9][N:8]([CH2:1][C:2]1[CH:7]=[CH:6][CH:5]=[CH:4][CH:3]=1)[CH2:32]2)[CH2:24][C@H:23]([F:26])[C:22]1[C@:17]4([CH3:28])[CH:18]=[CH:19][C:20](=[O:27])[CH:21]=1)=[O:34]. The yield is 0.109.